From a dataset of Reaction yield outcomes from USPTO patents with 853,638 reactions. Predict the reaction yield, written as a fraction of the theoretical maximum amount of product (1.0 means a 100% yield; for example, 0.34 means a 34% yield). (1) The reactants are [CH3:1][O:2][C:3]1[C:8]([O:9][CH3:10])=[C:7]([O:11][CH3:12])[CH:6]=[CH:5][C:4]=1[C:13]([C:15]1[CH:20]=[C:19]([O:21][CH3:22])[C:18]([O:23][CH3:24])=[C:17]([O:25][CH3:26])[CH:16]=1)=O.C(OP([CH2:35][C:36]#[N:37])(=O)OCC)C.C[Si]([N-][Si](C)(C)C)(C)C.[Li+].O1C2C=CC(C(C3C=C(OC)C=C(OC)C=3)=CC#N)=CC=2OCC1. The catalyst is C1COCC1. The product is [CH3:1][O:2][C:3]1[C:8]([O:9][CH3:10])=[C:7]([O:11][CH3:12])[CH:6]=[CH:5][C:4]=1[C:13]([C:15]1[CH:20]=[C:19]([O:21][CH3:22])[C:18]([O:23][CH3:24])=[C:17]([O:25][CH3:26])[CH:16]=1)=[CH:35][C:36]#[N:37]. The yield is 0.760. (2) The yield is 0.940. The product is [NH2:25][C:23]1[N:22]([CH3:21])[C:37](=[O:32])[C:8]([C:4]2[CH:5]=[CH:6][CH:7]=[C:2]([Br:1])[CH:3]=2)([C:9]2[CH:11]=[CH:16][C:15]([O:29][CH3:26])=[CH:14][CH:13]=2)[N:24]=1. The catalyst is C(O)C.O. The reactants are [Br:1][C:2]1[CH:3]=[C:4]([C:8](=O)[C:9]([C:11]2[CH:16]=[CH:15][C:14](OC)=[CH:13]C=2)=O)[CH:5]=[CH:6][CH:7]=1.Cl.[CH3:21][NH:22][C:23]([NH2:25])=[NH:24].[C:26](=[O:29])([O-])[O-].[Na+].[Na+].[O:32]1[CH2:37]COCC1.